The task is: Predict which catalyst facilitates the given reaction.. This data is from Catalyst prediction with 721,799 reactions and 888 catalyst types from USPTO. (1) Reactant: [NH2:1][C:2]1[N:7]=[C:6]([C:8]2[CH:15]=[C:14](F)[C:11]([C:12]#[N:13])=[C:10]([F:17])[CH:9]=2)[CH:5]=[C:4]([N:18]2[CH2:23][CH2:22][O:21][CH2:20][C@H:19]2[CH:24]([CH3:26])[CH3:25])[N:3]=1.C1(C)C=CC=CC=1.[CH3:34][O-:35].[Na+]. Product: [NH2:1][C:2]1[N:7]=[C:6]([C:8]2[CH:15]=[C:14]([O:35][CH3:34])[C:11]([C:12]#[N:13])=[C:10]([F:17])[CH:9]=2)[CH:5]=[C:4]([N:18]2[CH2:23][CH2:22][O:21][CH2:20][C@H:19]2[CH:24]([CH3:25])[CH3:26])[N:3]=1. The catalyst class is: 3. (2) Reactant: [N+:1]([C:4]1[CH:5]=[CH:6][C:7]2[C:11]3[CH:12]=[CH:13][CH:14]=[CH:15][C:10]=3[S:9][C:8]=2[CH:16]=1)([O-:3])=[O:2].Cl[S:18]([OH:21])(=[O:20])=[O:19]. Product: [N+:1]([C:4]1[CH:5]=[CH:6][C:7]2[C:11]3[CH:12]=[C:13]([S:18]([OH:21])(=[O:20])=[O:19])[CH:14]=[CH:15][C:10]=3[S:9][C:8]=2[CH:16]=1)([O-:3])=[O:2]. The catalyst class is: 67.